From a dataset of Reaction yield outcomes from USPTO patents with 853,638 reactions. Predict the reaction yield, written as a fraction of the theoretical maximum amount of product (1.0 means a 100% yield; for example, 0.34 means a 34% yield). (1) The reactants are [OH:1][N:2]=[C:3]([C:15]1[C:19]([NH:20][CH2:21][CH2:22][O:23][CH3:24])=[N:18][O:17][N:16]=1)[NH:4][C:5]1[CH:10]=[CH:9][CH:8]=[C:7]([C:11]([F:14])([F:13])[F:12])[CH:6]=1.[C:25](N1C=CN=C1)(N1C=CN=C1)=[O:26]. The catalyst is C(OCC)(=O)C. The product is [CH3:24][O:23][CH2:22][CH2:21][NH:20][C:19]1[C:15]([C:3]2[N:4]([C:5]3[CH:10]=[CH:9][CH:8]=[C:7]([C:11]([F:13])([F:14])[F:12])[CH:6]=3)[C:25](=[O:26])[O:1][N:2]=2)=[N:16][O:17][N:18]=1. The yield is 0.900. (2) The reactants are [Br:1][C:2]1[CH:7]=[C:6]([F:8])[CH:5]=[CH:4][C:3]=1[CH2:9][C:10](Cl)=[O:11].[OH-].[NH4+:14].C1COCC1. The catalyst is C(Cl)(Cl)Cl.CC(O)C. The product is [Br:1][C:2]1[CH:7]=[C:6]([F:8])[CH:5]=[CH:4][C:3]=1[CH2:9][C:10]([NH2:14])=[O:11]. The yield is 0.930. (3) The reactants are [NH:1]1[CH2:7][CH2:6][CH2:5][C@H:4]([NH:8][C:9](=[O:18])[O:10][CH2:11][C:12]2[CH:17]=[CH:16][CH:15]=[CH:14][CH:13]=2)[CH2:3][CH2:2]1.F[C:20]1[N:25]=[C:24]([C:26]2[C:34]3[C:29](=[CH:30][N:31]=[C:32]([C:35]4[CH:36]=[N:37][N:38]([CH3:40])[CH:39]=4)[CH:33]=3)[N:28]([CH:41]3[CH2:46][CH2:45][CH2:44][CH2:43][O:42]3)[N:27]=2)[CH:23]=[CH:22][CH:21]=1. No catalyst specified. The product is [CH3:40][N:38]1[CH:39]=[C:35]([C:32]2[CH:33]=[C:34]3[C:26]([C:24]4[N:25]=[C:20]([N:1]5[CH2:7][CH2:6][CH2:5][C@H:4]([NH:8][C:9](=[O:18])[O:10][CH2:11][C:12]6[CH:13]=[CH:14][CH:15]=[CH:16][CH:17]=6)[CH2:3][CH2:2]5)[CH:21]=[CH:22][CH:23]=4)=[N:27][N:28]([CH:41]4[CH2:46][CH2:45][CH2:44][CH2:43][O:42]4)[C:29]3=[CH:30][N:31]=2)[CH:36]=[N:37]1. The yield is 0.734. (4) The reactants are [CH2:1]([O:3][C:4]([CH2:6][N:7]1[CH:16]=[C:15]([C:17]([OH:19])=O)[C:14]2[N:13]=[C:12]3[C:20]([CH3:24])=[CH:21][CH:22]=[CH:23][C:11]3=[CH:10][C:9]=2[C:8]1=[O:25])=[O:5])[CH3:2].[CH:26]1[N:30]=[CH:29][N:28]([C:31](N2C=NC=C2)=O)[CH:27]=1. The catalyst is C(#N)C. The product is [CH3:29][N:28]([CH3:31])[CH2:27][CH2:26][NH:30][C:17]([C:15]1[C:14]2[N:13]=[C:12]3[C:20]([CH3:24])=[CH:21][CH:22]=[CH:23][C:11]3=[CH:10][C:9]=2[C:8](=[O:25])[N:7]([CH2:6][C:4]([O:3][CH2:1][CH3:2])=[O:5])[CH:16]=1)=[O:19]. The yield is 0.790. (5) The yield is 0.700. No catalyst specified. The reactants are [CH2:1]([C:3]1[CH:15]=[CH:14][CH:13]=[CH:12][C:4]=1[O:5][CH2:6][C:7]([O:9][CH2:10][CH3:11])=[O:8])[CH3:2].[Cl:16][S:17](O)(=[O:19])=[O:18]. The product is [Cl:16][S:17]([C:14]1[CH:13]=[CH:12][C:4]([O:5][CH2:6][C:7]([O:9][CH2:10][CH3:11])=[O:8])=[C:3]([CH2:1][CH3:2])[CH:15]=1)(=[O:19])=[O:18]. (6) The reactants are Br[C:2]1[CH:3]=[C:4]2[C:8](=[CH:9][CH:10]=1)[N:7]([CH2:11][C:12]([O:14][CH2:15][CH3:16])=[O:13])[CH:6]=[C:5]2[CH2:17][C:18]#[N:19].[C:20]1(B(O)O)[CH:25]=[CH:24][CH:23]=[CH:22][CH:21]=1.C([O-])([O-])=O.[Na+].[Na+].O. The catalyst is COCCOC.CC([O-])=O.CC([O-])=O.[Pd+2].C1C=CC(P(C2C=CC=CC=2)C2C=CC=CC=2)=CC=1. The product is [C:18]([CH2:17][C:5]1[C:4]2[C:8](=[CH:9][CH:10]=[C:2]([C:20]3[CH:25]=[CH:24][CH:23]=[CH:22][CH:21]=3)[CH:3]=2)[N:7]([CH2:11][C:12]([O:14][CH2:15][CH3:16])=[O:13])[CH:6]=1)#[N:19]. The yield is 0.450. (7) The catalyst is C(Cl)Cl.CCOCC. The product is [CH2:1]([CH:8]([NH:32][C:33]([C:35]1[CH:44]=[N:43][C:42]2[C:37](=[CH:38][CH:39]=[CH:40][CH:41]=2)[N:36]=1)=[O:34])[CH:9]([O:24][Si:25]([C:28]([CH3:31])([CH3:30])[CH3:29])([CH3:27])[CH3:26])[CH2:10][CH:11]([C:18](=[O:23])[NH:19][CH2:20][CH:21]=[O:22])[CH2:12][CH2:13][C:14]([F:17])([CH3:16])[CH3:15])[C:2]1[CH:3]=[CH:4][CH:5]=[CH:6][CH:7]=1. The yield is 0.940. The reactants are [CH2:1]([CH:8]([NH:32][C:33]([C:35]1[CH:44]=[N:43][C:42]2[C:37](=[CH:38][CH:39]=[CH:40][CH:41]=2)[N:36]=1)=[O:34])[CH:9]([O:24][Si:25]([C:28]([CH3:31])([CH3:30])[CH3:29])([CH3:27])[CH3:26])[CH2:10][CH:11]([C:18](=[O:23])[NH:19][CH2:20][CH2:21][OH:22])[CH2:12][CH2:13][C:14]([F:17])([CH3:16])[CH3:15])[C:2]1[CH:7]=[CH:6][CH:5]=[CH:4][CH:3]=1.CC(OI1(OC(C)=O)(OC(C)=O)OC(=O)C2C1=CC=CC=2)=O. (8) The reactants are [Cl:1][C:2]1[C:3]([F:29])=[C:4]([NH:9][C:10]2[C:19]3[C:14](=[CH:15][C:16]([O:23][C@H:24]4[CH2:28][CH2:27][O:26][CH2:25]4)=[C:17]([N+:20]([O-])=O)[CH:18]=3)[N:13]=[CH:12][N:11]=2)[CH:5]=[CH:6][C:7]=1[Cl:8]. The catalyst is CO.[Ni]. The product is [Cl:1][C:2]1[C:3]([F:29])=[C:4]([NH:9][C:10]2[C:19]3[C:14](=[CH:15][C:16]([O:23][C@H:24]4[CH2:28][CH2:27][O:26][CH2:25]4)=[C:17]([NH2:20])[CH:18]=3)[N:13]=[CH:12][N:11]=2)[CH:5]=[CH:6][C:7]=1[Cl:8]. The yield is 0.307.